This data is from Reaction yield outcomes from USPTO patents with 853,638 reactions. The task is: Predict the reaction yield, written as a fraction of the theoretical maximum amount of product (1.0 means a 100% yield; for example, 0.34 means a 34% yield). (1) The reactants are [CH3:1][O:2][C:3]1[CH:4]=[CH:5][C:6]2[O:10][C:9]([CH:11]([NH:18][C:19]3[CH:27]=[CH:26][C:22]([C:23]([OH:25])=O)=[CH:21][CH:20]=3)[CH2:12][CH2:13][CH2:14][CH2:15][S:16][CH3:17])=[C:8]([CH3:28])[C:7]=2[CH:29]=1.Cl.[CH2:31]([O:33][C:34](=[O:38])[CH2:35][CH2:36][NH2:37])[CH3:32].O.ON1C2C=CC=CC=2N=N1.Cl.C(N=C=NCCCN(C)C)C.[Cl-].[NH4+]. The catalyst is CN(C)C=O.C(N(CC)CC)C. The product is [CH3:1][O:2][C:3]1[CH:4]=[CH:5][C:6]2[O:10][C:9]([CH:11]([NH:18][C:19]3[CH:20]=[CH:21][C:22]([C:23]([NH:37][CH2:36][CH2:35][C:34]([O:33][CH2:31][CH3:32])=[O:38])=[O:25])=[CH:26][CH:27]=3)[CH2:12][CH2:13][CH2:14][CH2:15][S:16][CH3:17])=[C:8]([CH3:28])[C:7]=2[CH:29]=1. The yield is 0.930. (2) The yield is 0.590. The catalyst is CCOC(C)=O.[Cu]I.CN(C=O)C. The reactants are [Br:1][C:2]1[CH:7]=[CH:6][C:5](I)=[CH:4][CH:3]=1.C1C=CC2C(C3C(O)=CC=C4C=3C=CC=C4)=C(O)C=CC=2C=1.[O-]P([O-])([O-])=O.[K+].[K+].[K+].[CH3:39][C@H:40]1[CH2:45][NH:44][CH2:43][C@@H:42]([CH3:46])[NH:41]1. The product is [Br:1][C:2]1[CH:7]=[CH:6][C:5]([N:44]2[CH2:43][C@H:42]([CH3:46])[NH:41][C@H:40]([CH3:39])[CH2:45]2)=[CH:4][CH:3]=1. (3) The reactants are [S:1]1[C:5]([C:6](O)=[O:7])=[CH:4][CH:3]2[S:9][CH:10]=[CH:11][CH:2]12.C1C=C[C:15]2[N:20]([OH:21])N=NC=2C=1.[CH3:22]CN(C(C)C)C(C)C.CCN=C=NCCCN(C)C. The catalyst is CN(C=O)C.CCOC(C)=O. The product is [CH3:22][O:21][N:20]([CH3:15])[C:6]([C:5]1[S:1][CH:2]2[CH:11]=[CH:10][S:9][CH:3]2[CH:4]=1)=[O:7]. The yield is 0.800.